From a dataset of Catalyst prediction with 721,799 reactions and 888 catalyst types from USPTO. Predict which catalyst facilitates the given reaction. Reactant: [C:1]([C@H:3]1[CH2:6][C@H:5]([CH:7]([NH:9][C:10]([C:12]2[C:20]3[C:15](=[N:16][CH:17]=[C:18]([C:21]4[C:29]5[C:24](=[CH:25][C:26]([F:30])=[CH:27][CH:28]=5)[N:23]([CH3:31])[N:22]=4)[N:19]=3)[N:14](COCC[Si](C)(C)C)[CH:13]=2)=[O:11])[CH3:8])[CH2:4]1)#[N:2].C(O)(C(F)(F)F)=O.C(N)CN. Product: [C:1]([C@H:3]1[CH2:6][C@H:5]([CH:7]([NH:9][C:10]([C:12]2[C:20]3[C:15](=[N:16][CH:17]=[C:18]([C:21]4[C:29]5[C:24](=[CH:25][C:26]([F:30])=[CH:27][CH:28]=5)[N:23]([CH3:31])[N:22]=4)[N:19]=3)[NH:14][CH:13]=2)=[O:11])[CH3:8])[CH2:4]1)#[N:2]. The catalyst class is: 2.